This data is from Full USPTO retrosynthesis dataset with 1.9M reactions from patents (1976-2016). The task is: Predict the reactants needed to synthesize the given product. (1) Given the product [CH2:1]([O:8][N:9]=[C:10]([CH:11]1[CH2:15][CH2:14][CH2:13][N:12]1[CH3:22])[C:16]1[CH:21]=[CH:20][CH:19]=[CH:18][CH:17]=1)[C:2]1[CH:3]=[CH:4][CH:5]=[CH:6][CH:7]=1, predict the reactants needed to synthesize it. The reactants are: [CH2:1]([O:8][N:9]=[C:10]([C:16]1[CH:21]=[CH:20][CH:19]=[CH:18][CH:17]=1)[CH:11]1[CH2:15][CH2:14][CH2:13][NH:12]1)[C:2]1[CH:7]=[CH:6][CH:5]=[CH:4][CH:3]=1.[CH2:22]=O. (2) The reactants are: Br[CH2:2][CH2:3][CH2:4][NH:5][C:6]([O:8][C:9]([CH3:12])([CH3:11])[CH3:10])=[O:7].C(=O)([O-])[O-].[K+].[K+].[F:19][C:20]1[CH:25]=[CH:24][C:23]([N:26]([CH3:47])[S:27]([C:30]2[CH:39]=[CH:38][C:37]3[NH:36][C:35](=[O:40])[C:34]4[NH:41][CH:42]=[C:43]([C:44]([OH:46])=[O:45])[C:33]=4[C:32]=3[CH:31]=2)(=[O:29])=[O:28])=[CH:22][CH:21]=1. Given the product [F:19][C:20]1[CH:25]=[CH:24][C:23]([N:26]([CH3:47])[S:27]([C:30]2[CH:39]=[CH:38][C:37]3[NH:36][C:35](=[O:40])[C:34]4[NH:41][CH:42]=[C:43]([C:44]([O:46][CH2:2][CH2:3][CH2:4][NH:5][C:6]([O:8][C:9]([CH3:12])([CH3:11])[CH3:10])=[O:7])=[O:45])[C:33]=4[C:32]=3[CH:31]=2)(=[O:29])=[O:28])=[CH:22][CH:21]=1, predict the reactants needed to synthesize it. (3) Given the product [CH3:16][O:20][N:21]([CH3:22])[C:10]([C:2]1[CH:3]=[C:4]2[CH:9]=[CH:8][CH:7]=[CH:6][N:5]2[N:1]=1)=[O:12], predict the reactants needed to synthesize it. The reactants are: [N:1]1[N:5]2[CH:6]=[CH:7][CH:8]=[CH:9][C:4]2=[CH:3][C:2]=1[C:10]([OH:12])=O.CN([C:16]([O:20][N:21]1N=NC2C=CC=N[C:22]1=2)=[N+](C)C)C.F[P-](F)(F)(F)(F)F.CCN(C(C)C)C(C)C.Cl.CNOC.